From a dataset of Full USPTO retrosynthesis dataset with 1.9M reactions from patents (1976-2016). Predict the reactants needed to synthesize the given product. Given the product [Cl:29][C:30]1[CH:35]=[CH:34][C:33]([O:36][CH2:2][C@@:3]([OH:20])([CH3:19])[C:4]([NH:6][C:7]2[CH:12]=[CH:11][C:10]([C:13]#[N:14])=[C:9]([C:15]([F:18])([F:17])[F:16])[CH:8]=2)=[O:5])=[CH:32][C:31]=1[F:37], predict the reactants needed to synthesize it. The reactants are: Br[CH2:2][C@@:3]([OH:20])([CH3:19])[C:4]([NH:6][C:7]1[CH:12]=[CH:11][C:10]([C:13]#[N:14])=[C:9]([C:15]([F:18])([F:17])[F:16])[CH:8]=1)=[O:5].Br[NH-].C([O-])([O-])=O.[K+].[K+].[Cl:29][C:30]1[CH:35]=[CH:34][C:33]([OH:36])=[CH:32][C:31]=1[F:37].O.